From a dataset of Reaction yield outcomes from USPTO patents with 853,638 reactions. Predict the reaction yield, written as a fraction of the theoretical maximum amount of product (1.0 means a 100% yield; for example, 0.34 means a 34% yield). (1) The reactants are O=[O+][O-].C([C:6](=[O:34])[C:7]([C@@H:9]([NH:14][C:15](=[O:33])[O:16][C@@H:17]([CH2:21][C:22]1[O:23][C:24]([C:27]2[CH:32]=[CH:31][CH:30]=[CH:29][CH:28]=2)=[N:25][N:26]=1)[CH:18]([CH3:20])[CH3:19])[CH2:10][CH2:11][CH2:12][CH3:13])=[O:8])#N.[CH3:35][C@@H:36]([NH2:43])[C:37]1[CH:42]=[CH:41][CH:40]=[CH:39][CH:38]=1. The catalyst is ClCCl. The product is [O:34]=[C:6]([NH:43][C@@H:36]([C:37]1[CH:42]=[CH:41][CH:40]=[CH:39][CH:38]=1)[CH3:35])[C:7]([C@@H:9]([NH:14][C:15](=[O:33])[O:16][C@@H:17]([CH2:21][C:22]1[O:23][C:24]([C:27]2[CH:32]=[CH:31][CH:30]=[CH:29][CH:28]=2)=[N:25][N:26]=1)[CH:18]([CH3:20])[CH3:19])[CH2:10][CH2:11][CH2:12][CH3:13])=[O:8]. The yield is 0.200. (2) The reactants are [NH2:1][C:2]1[C:3](=[O:16])[NH:4][C:5](=[S:15])[N:6]([CH2:9][CH:10]2[CH2:14][CH2:13][CH2:12][O:11]2)[C:7]=1[NH2:8].[CH:17](O)=O. No catalyst specified. The product is [O:11]1[CH2:12][CH2:13][CH2:14][CH:10]1[CH2:9][N:6]1[C:7]2[N:8]=[CH:17][NH:1][C:2]=2[C:3](=[O:16])[NH:4][C:5]1=[S:15]. The yield is 0.870.